From a dataset of Reaction yield outcomes from USPTO patents with 853,638 reactions. Predict the reaction yield, written as a fraction of the theoretical maximum amount of product (1.0 means a 100% yield; for example, 0.34 means a 34% yield). (1) The reactants are C(OC(=O)[NH:7][CH:8]1[CH2:12][CH2:11][N:10]([C:13]2[CH:14]=[N:15][C:16]([O:22][C:23]3[CH:28]=[CH:27][C:26]([O:29][C:30]4[CH:35]=[CH:34][CH:33]=[C:32]([F:36])[CH:31]=4)=[CH:25][CH:24]=3)=[C:17]([C:19](=[O:21])[NH2:20])[CH:18]=2)[CH2:9]1)(C)(C)C.Cl. The catalyst is C(Cl)Cl.O1CCOCC1. The product is [NH2:7][CH:8]1[CH2:12][CH2:11][N:10]([C:13]2[CH:14]=[N:15][C:16]([O:22][C:23]3[CH:24]=[CH:25][C:26]([O:29][C:30]4[CH:35]=[CH:34][CH:33]=[C:32]([F:36])[CH:31]=4)=[CH:27][CH:28]=3)=[C:17]([CH:18]=2)[C:19]([NH2:20])=[O:21])[CH2:9]1. The yield is 0.930. (2) The reactants are [Cl:1][C:2]1[CH:3]=[C:4](CC#N)[CH:5]=[C:6]([Cl:19])[C:7]=1[CH2:8][C:9]1[CH:14]=[C:13]([CH:15]([CH3:17])[CH3:16])[C:12](=[O:18])[NH:11][N:10]=1.[C:23]([O:26]CC)(=[O:25])[CH3:24]. The catalyst is Cl. The product is [Cl:1][C:2]1[CH:3]=[C:4]([CH2:24][C:23]([OH:26])=[O:25])[CH:5]=[C:6]([Cl:19])[C:7]=1[CH2:8][C:9]1[CH:14]=[C:13]([CH:15]([CH3:16])[CH3:17])[C:12](=[O:18])[NH:11][N:10]=1. The yield is 0.130. (3) The reactants are [NH2:1][C:2]1[CH:3]=[CH:4][CH:5]=[C:6]2[C:10]=1[NH:9][CH:8]=[C:7]2[C:11]([N:13]1[CH2:19][C:18]2([CH3:21])[CH2:20][CH:14]1[CH2:15][C:16]([CH3:23])([CH3:22])[CH2:17]2)=[O:12].CCN(C(C)C)C(C)C.[C:33](OC(=O)C)(=[O:35])[CH3:34]. The catalyst is C(Cl)Cl. The product is [CH3:21][C:18]12[CH2:20][CH:14]([N:13]([C:11]([C:7]3[C:6]4[C:10](=[C:2]([NH:1][C:33](=[O:35])[CH3:34])[CH:3]=[CH:4][CH:5]=4)[NH:9][CH:8]=3)=[O:12])[CH2:19]1)[CH2:15][C:16]([CH3:23])([CH3:22])[CH2:17]2. The yield is 0.420. (4) The reactants are [Cl:1][C:2]1[CH:7]=[CH:6][C:5]([C:8]2[CH:13]=[CH:12][CH:11]=[CH:10][C:9]=2[C@H:14]([OH:30])[CH:15]2[CH2:20][CH2:19][N:18]([C:21]3[CH:29]=[CH:28][C:24]([C:25](O)=[O:26])=[CH:23][CH:22]=3)[CH2:17][CH2:16]2)=[CH:4][CH:3]=1.[Si:31]([O:38][CH2:39][CH2:40][N:41]([CH2:71][CH3:72])[CH2:42][CH2:43][C@@H:44]([NH:53][C:54]1[CH:59]=[CH:58][C:57]([S:60]([NH2:63])(=[O:62])=[O:61])=[CH:56][C:55]=1[S:64]([C:67]([F:70])([F:69])[F:68])(=[O:66])=[O:65])[CH2:45][S:46][C:47]1[CH:52]=[CH:51][CH:50]=[CH:49][CH:48]=1)([C:34]([CH3:37])([CH3:36])[CH3:35])([CH3:33])[CH3:32].C(Cl)CCl. The catalyst is CN(C1C=CN=CC=1)C.C(Cl)Cl. The product is [Si:31]([O:38][CH2:39][CH2:40][N:41]([CH2:71][CH3:72])[CH2:42][CH2:43][C@@H:44]([NH:53][C:54]1[CH:59]=[CH:58][C:57]([S:60]([NH:63][C:25](=[O:26])[C:24]2[CH:28]=[CH:29][C:21]([N:18]3[CH2:19][CH2:20][CH:15]([C@H:14]([C:9]4[CH:10]=[CH:11][CH:12]=[CH:13][C:8]=4[C:5]4[CH:4]=[CH:3][C:2]([Cl:1])=[CH:7][CH:6]=4)[OH:30])[CH2:16][CH2:17]3)=[CH:22][CH:23]=2)(=[O:61])=[O:62])=[CH:56][C:55]=1[S:64]([C:67]([F:68])([F:69])[F:70])(=[O:66])=[O:65])[CH2:45][S:46][C:47]1[CH:48]=[CH:49][CH:50]=[CH:51][CH:52]=1)([C:34]([CH3:37])([CH3:35])[CH3:36])([CH3:33])[CH3:32]. The yield is 0.620.